Task: Predict the product of the given reaction.. Dataset: Forward reaction prediction with 1.9M reactions from USPTO patents (1976-2016) (1) Given the reactants ClC(Cl)(Cl)COC([N:7]1[C:19]2[CH2:18][N:17]([S:20]([CH2:23][C:24]3(C(OC)=O)[CH2:29][CH2:28][O:27][CH2:26][CH2:25]3)(=[O:22])=[O:21])[CH2:16][CH2:15][C:14]=2[C:13]2[C:8]1=[CH:9][CH:10]=[CH:11][CH:12]=2)=O.O.[OH-].[Li+], predict the reaction product. The product is: [CH2:18]1[C:19]2[NH:7][C:8]3[C:13](=[CH:12][CH:11]=[CH:10][CH:9]=3)[C:14]=2[CH2:15][CH2:16][N:17]1[S:20]([CH2:23][CH:24]1[CH2:25][CH2:26][O:27][CH2:28][CH2:29]1)(=[O:21])=[O:22]. (2) Given the reactants [OH:1][CH2:2][C@@:3]([C:6]1[CH:24]=[CH:23][C:9]([C:10]([NH:12][C:13]2[N:18]=[CH:17][C:16]3[CH:19]=[CH:20][N:21]([CH3:22])[C:15]=3[CH:14]=2)=[O:11])=[CH:8][CH:7]=1)([OH:5])[CH3:4].C1C(=O)N([Cl:32])C(=O)C1, predict the reaction product. The product is: [Cl:32][C:19]1[C:16]2[CH:17]=[N:18][C:13]([NH:12][C:10](=[O:11])[C:9]3[CH:23]=[CH:24][C:6]([C@:3]([OH:5])([CH3:4])[CH2:2][OH:1])=[CH:7][CH:8]=3)=[CH:14][C:15]=2[N:21]([CH3:22])[CH:20]=1. (3) The product is: [C:30]([C:32]1([NH:35][C:36]([C@@H:38]2[CH2:39][C@@H:15]([S:14][C:11]3[CH:12]=[CH:13][C:8]([C:6]4[CH:5]=[CH:4][N:3]=[C:2]([CH3:1])[CH:7]=4)=[CH:9][C:10]=3[C:20]([F:22])([F:21])[F:23])[CH2:41][N:42]2[C:43]([C:45]2([CH3:48])[CH2:46][CH2:47]2)=[O:44])=[O:37])[CH2:33][CH2:34]1)#[N:31]. Given the reactants [CH3:1][C:2]1[CH:7]=[C:6]([C:8]2[CH:13]=[CH:12][C:11]([S:14][CH2:15]CC(N)=O)=[C:10]([C:20]([F:23])([F:22])[F:21])[CH:9]=2)[CH:5]=[CH:4][N:3]=1.CC(C)([O-])C.[Na+].[C:30]([C:32]1([NH:35][C:36]([C@H:38]2[N:42]([C:43]([C:45]3([CH3:48])[CH2:47][CH2:46]3)=[O:44])[CH2:41][C@@H](OS(C3C=CC=CC=3)(=O)=O)[CH2:39]2)=[O:37])[CH2:34][CH2:33]1)#[N:31], predict the reaction product. (4) Given the reactants [F:1][C:2]1[CH:3]=[C:4]([OH:9])[CH:5]=[CH:6][C:7]=1[F:8].C([Mg]Cl)(C)C.[CH:15]([N:28]1[C:38]2[C:33](=[CH:34][CH:35]=[CH:36][CH:37]=2)[C:31](=[O:32])[C:29]1=[O:30])([C:22]1[CH:27]=[CH:26][CH:25]=[CH:24][CH:23]=1)[C:16]1[CH:21]=[CH:20][CH:19]=[CH:18][CH:17]=1, predict the reaction product. The product is: [F:1][C:2]1[C:7]([F:8])=[CH:6][C:5]([C:31]2([OH:32])[C:33]3[C:38](=[CH:37][CH:36]=[CH:35][CH:34]=3)[N:28]([CH:15]([C:16]3[CH:17]=[CH:18][CH:19]=[CH:20][CH:21]=3)[C:22]3[CH:27]=[CH:26][CH:25]=[CH:24][CH:23]=3)[C:29]2=[O:30])=[C:4]([OH:9])[CH:3]=1.